This data is from Reaction yield outcomes from USPTO patents with 853,638 reactions. The task is: Predict the reaction yield, written as a fraction of the theoretical maximum amount of product (1.0 means a 100% yield; for example, 0.34 means a 34% yield). (1) The reactants are Br[C:2]1[CH:7]=[CH:6][CH:5]=[CH:4][N:3]=1.[CH2:8]([C:12]1[S:13][C:14]2[CH:20]=[CH:19][CH:18]=[C:17]([Cl:21])[C:15]=2[N:16]=1)[CH2:9][C:10]#[CH:11]. No catalyst specified. The product is [Cl:21][C:17]1[C:15]2[N:16]=[C:12]([CH2:8][CH2:9][C:10]#[C:11][C:2]3[CH:7]=[CH:6][CH:5]=[CH:4][N:3]=3)[S:13][C:14]=2[CH:20]=[CH:19][CH:18]=1. The yield is 0.140. (2) The reactants are [C:1]([C:4]1[CH:8]=[CH:7][S:6][CH:5]=1)(=[O:3])[CH3:2].[Cl-].[Al+3].[Cl-].[Cl-].[Br:13]Br.C(=O)([O-])[O-].[Na+].[Na+]. The product is [Br:13][CH2:2][C:1]([C:4]1[CH:8]=[CH:7][S:6][CH:5]=1)=[O:3]. The catalyst is C(OCC)C. The yield is 0.650. (3) The reactants are C(N(CC)CC)C.Cl.[Br:9][C:10]1[CH:15]=[CH:14][C:13]([CH:16]2[CH2:20][CH2:19][NH:18][CH2:17]2)=[CH:12][CH:11]=1.[C:21](Cl)(=[O:23])[CH3:22]. The catalyst is C1COCC1.O. The product is [Br:9][C:10]1[CH:11]=[CH:12][C:13]([CH:16]2[CH2:20][CH2:19][N:18]([C:21](=[O:23])[CH3:22])[CH2:17]2)=[CH:14][CH:15]=1. The yield is 1.00.